This data is from Forward reaction prediction with 1.9M reactions from USPTO patents (1976-2016). The task is: Predict the product of the given reaction. (1) Given the reactants [C:1]1(=[O:21])[N:5]([CH2:6][CH2:7][C:8]2[CH:15]=[CH:14][CH:13]=[CH:12][C:9]=2[CH:10]=O)[C:4](=[O:16])[C:3]2=[CH:17][CH:18]=[CH:19][CH:20]=[C:2]12.[N+:22]([CH3:25])([O-:24])=[O:23].C(O)(=O)C.C(N)CCC.C(OC)(OC)OC, predict the reaction product. The product is: [C:4]1(=[O:16])[N:5]([CH2:6][CH2:7][C:8]2[CH:15]=[CH:14][CH:13]=[CH:12][C:9]=2[CH:10]=[CH:25][N+:22]([O-:24])=[O:23])[C:1](=[O:21])[C:2]2=[CH:20][CH:19]=[CH:18][CH:17]=[C:3]12. (2) Given the reactants [H-].[Na+].CO.[F:5][C:6]1[CH:13]=[CH:12][C:9]([CH:10]=O)=[CH:8][CH:7]=1.[CH3:14][CH:15]([CH2:20][C:21]([O:23][CH3:24])=[O:22])[C:16]([O:18]C)=[O:17].[H][H].Cl, predict the reaction product. The product is: [CH3:24][O:23][C:21](=[O:22])[C:20](=[CH:10][C:9]1[CH:12]=[CH:13][C:6]([F:5])=[CH:7][CH:8]=1)[CH:15]([CH3:14])[C:16]([OH:18])=[O:17]. (3) The product is: [C:25]([O:24][C:22](=[O:23])[NH:9][CH2:8][C:7]1[CH:10]=[CH:11][CH:12]=[C:5]([N+:2]([O-:4])=[O:3])[CH:6]=1)([CH3:28])([CH3:27])[CH3:26]. Given the reactants Cl.[N+:2]([C:5]1[CH:6]=[C:7]([CH:10]=[CH:11][CH:12]=1)[CH2:8][NH2:9])([O-:4])=[O:3].C(N(CC)C(C)C)(C)C.[C:22](O[C:22]([O:24][C:25]([CH3:28])([CH3:27])[CH3:26])=[O:23])([O:24][C:25]([CH3:28])([CH3:27])[CH3:26])=[O:23], predict the reaction product. (4) Given the reactants Cl[C:2]1[N:3]=[C:4]([N:22]2[CH2:27][CH2:26][O:25][CH2:24][CH2:23]2)[C:5]2[S:10][C:9]([C:11]3([OH:21])[CH2:16][CH2:15][N:14]([S:17]([CH3:20])(=[O:19])=[O:18])[CH2:13][CH2:12]3)=[CH:8][C:6]=2[N:7]=1.CC1(C)C(C)(C)OB([C:36]2[CH:37]=[N:38][C:39]([NH2:42])=[N:40][CH:41]=2)O1, predict the reaction product. The product is: [NH2:42][C:39]1[N:40]=[CH:41][C:36]([C:2]2[N:3]=[C:4]([N:22]3[CH2:27][CH2:26][O:25][CH2:24][CH2:23]3)[C:5]3[S:10][C:9]([C:11]4([OH:21])[CH2:16][CH2:15][N:14]([S:17]([CH3:20])(=[O:19])=[O:18])[CH2:13][CH2:12]4)=[CH:8][C:6]=3[N:7]=2)=[CH:37][N:38]=1.